This data is from Full USPTO retrosynthesis dataset with 1.9M reactions from patents (1976-2016). The task is: Predict the reactants needed to synthesize the given product. (1) The reactants are: C(OC(=O)[NH:7][C:8]1[C:13]([NH:14][C:15](=[O:30])[CH2:16][C:17]([C:19]2[CH:24]=[CH:23][CH:22]=[C:21]([N:25]3[CH:29]=[CH:28][N:27]=[CH:26]3)[CH:20]=2)=O)=[CH:12][C:11]([C:31]2[CH:36]=[CH:35][CH:34]=[CH:33][C:32]=2[F:37])=[C:10]([O:38][CH2:39][C:40]([F:43])([F:42])[F:41])[CH:9]=1)(C)(C)C.C(O)(C(F)(F)F)=O. Given the product [F:37][C:32]1[CH:33]=[CH:34][CH:35]=[CH:36][C:31]=1[C:11]1[C:10]([O:38][CH2:39][C:40]([F:42])([F:43])[F:41])=[CH:9][C:8]2[N:7]=[C:17]([C:19]3[CH:24]=[CH:23][CH:22]=[C:21]([N:25]4[CH:29]=[CH:28][N:27]=[CH:26]4)[CH:20]=3)[CH2:16][C:15](=[O:30])[NH:14][C:13]=2[CH:12]=1, predict the reactants needed to synthesize it. (2) The reactants are: [NH2:1][C:2]1[CH:7]=[CH:6][C:5]([C:8]2[N:9]([CH:22]3[CH2:25][CH2:24][CH2:23]3)[C:10]3[C:15]([C:16]=2[C:17]#[N:18])=[CH:14][CH:13]=[C:12]([O:19][CH2:20][CH3:21])[CH:11]=3)=[CH:4][CH:3]=1.Cl[C:27]([O:29][C:30]1[CH:35]=[CH:34][C:33]([N+]([O-])=O)=C[CH:31]=1)=[O:28].N1C=CC=CC=1.C1(C(C)O)CC1. Given the product [CH:35]1([CH:30]([O:29][C:27](=[O:28])[NH:1][C:2]2[CH:3]=[CH:4][C:5]([C:8]3[N:9]([CH:22]4[CH2:23][CH2:24][CH2:25]4)[C:10]4[C:15]([C:16]=3[C:17]#[N:18])=[CH:14][CH:13]=[C:12]([O:19][CH2:20][CH3:21])[CH:11]=4)=[CH:6][CH:7]=2)[CH3:31])[CH2:34][CH2:33]1, predict the reactants needed to synthesize it. (3) Given the product [F:1][C:2]1[CH:7]=[CH:6][C:5]([N:8]([CH2:21][CH:22]([CH3:23])[CH3:24])[S:9]([C:12]2[CH:20]=[CH:19][C:15]([C:16]([NH:25][CH:26]3[CH2:31][CH2:30][N:29]([S:32]([CH3:35])(=[O:34])=[O:33])[CH2:28][CH2:27]3)=[O:17])=[CH:14][CH:13]=2)(=[O:11])=[O:10])=[CH:4][CH:3]=1, predict the reactants needed to synthesize it. The reactants are: [F:1][C:2]1[CH:7]=[CH:6][C:5]([N:8]([CH2:21][CH:22]([CH3:24])[CH3:23])[S:9]([C:12]2[CH:20]=[CH:19][C:15]([C:16](O)=[O:17])=[CH:14][CH:13]=2)(=[O:11])=[O:10])=[CH:4][CH:3]=1.[NH2:25][CH:26]1[CH2:31][CH2:30][N:29]([S:32]([CH3:35])(=[O:34])=[O:33])[CH2:28][CH2:27]1.CCN(C(C)C)C(C)C.CN(C(ON1N=NC2C=CC=NC1=2)=[N+](C)C)C.F[P-](F)(F)(F)(F)F. (4) The reactants are: [CH3:1][O:2][C:3]1[CH:11]=[C:10]([N+:12]([O-:14])=[O:13])[CH:9]=[CH:8][C:4]=1[C:5]([OH:7])=O.C(Cl)(=O)C(Cl)=O.C(N(CC)CC)C.[CH2:28]([N:30]([CH2:34][CH3:35])[CH2:31][CH2:32][NH2:33])[CH3:29]. Given the product [CH2:28]([N:30]([CH2:34][CH3:35])[CH2:31][CH2:32][NH:33][C:5](=[O:7])[C:4]1[CH:8]=[CH:9][C:10]([N+:12]([O-:14])=[O:13])=[CH:11][C:3]=1[O:2][CH3:1])[CH3:29], predict the reactants needed to synthesize it.